This data is from TCR-epitope binding with 47,182 pairs between 192 epitopes and 23,139 TCRs. The task is: Binary Classification. Given a T-cell receptor sequence (or CDR3 region) and an epitope sequence, predict whether binding occurs between them. (1) Result: 1 (the TCR binds to the epitope). The TCR CDR3 sequence is CASSLEQGDYEQYF. The epitope is MPASWVMRI. (2) Result: 0 (the TCR does not bind to the epitope). The TCR CDR3 sequence is CASSEALRDSGGQYF. The epitope is LLDFVRFMGV. (3) The epitope is MLNIPSINV. The TCR CDR3 sequence is CASSQFGRNYEQYF. Result: 1 (the TCR binds to the epitope). (4) The epitope is RILGAGCFV. The TCR CDR3 sequence is CASSYSGGYNEQFF. Result: 0 (the TCR does not bind to the epitope). (5) The epitope is LPAADLDDF. The TCR CDR3 sequence is CASSFWPGRNLLWGYTF. Result: 0 (the TCR does not bind to the epitope). (6) Result: 0 (the TCR does not bind to the epitope). The TCR CDR3 sequence is CASSFEGTAQSGELFF. The epitope is RLQSLQTYV.